This data is from Full USPTO retrosynthesis dataset with 1.9M reactions from patents (1976-2016). The task is: Predict the reactants needed to synthesize the given product. (1) Given the product [Br:1][C:2]1[CH:3]=[C:4]2[C:9](=[CH:10][CH:11]=1)[N:8]=[CH:7][C:6]([C:12](=[O:15])[CH2:13][CH3:14])=[C:5]2[NH:27][C@H:24]1[CH2:25][CH2:26][C@H:21]([N:20]([CH3:28])[CH3:19])[CH2:22][CH2:23]1, predict the reactants needed to synthesize it. The reactants are: [Br:1][C:2]1[CH:3]=[C:4]2[C:9](=[CH:10][CH:11]=1)[N:8]=[CH:7][C:6]([C:12](=[O:15])[CH2:13][CH3:14])=[C:5]2Cl.Cl.Cl.[CH3:19][N:20]([CH3:28])[C@H:21]1[CH2:26][CH2:25][C@H:24]([NH2:27])[CH2:23][CH2:22]1. (2) Given the product [C:1]([O:5][C@@H:6]([C:12]1[C:13]([CH3:42])=[N:14][C:15]([CH3:41])=[C:16]([C:26]2[CH:27]=[CH:28][C:29]([O:32][CH2:33][C:34]3[CH:39]=[CH:38][C:37]([Cl:40])=[CH:36][CH:35]=3)=[CH:30][CH:31]=2)[C:17]=1[N:18]1[CH2:23][CH2:22][C:21]([CH3:25])([CH3:24])[CH2:20][CH2:19]1)[C:7]([OH:9])=[O:8])([CH3:4])([CH3:2])[CH3:3], predict the reactants needed to synthesize it. The reactants are: [C:1]([O:5][C@@H:6]([C:12]1[C:13]([CH3:42])=[N:14][C:15]([CH3:41])=[C:16]([C:26]2[CH:31]=[CH:30][C:29]([O:32][CH2:33][C:34]3[CH:39]=[CH:38][C:37]([Cl:40])=[CH:36][CH:35]=3)=[CH:28][CH:27]=2)[C:17]=1[N:18]1[CH2:23][CH2:22][C:21]([CH3:25])([CH3:24])[CH2:20][CH2:19]1)[C:7]([O:9]CC)=[O:8])([CH3:4])([CH3:3])[CH3:2].[Li+].[OH-]. (3) Given the product [CH2:12]([O:19][CH2:20][CH2:21][CH:22]=[O:23])[C:13]1[CH:18]=[CH:17][CH:16]=[CH:15][CH:14]=1, predict the reactants needed to synthesize it. The reactants are: C1C=C[NH+]=CC=1.[O-][Cr](Cl)(=O)=O.[CH2:12]([O:19][CH2:20][CH2:21][CH2:22][OH:23])[C:13]1[CH:18]=[CH:17][CH:16]=[CH:15][CH:14]=1. (4) Given the product [Br:24][C:20]1[N:19]=[C:18]([CH2:17][N:8]2[C:9]3[C:14](=[CH:13][CH:12]=[CH:11][CH:10]=3)[C:15](=[O:16])[C:6]([C:4](=[O:5])[C:28]3[CH:29]=[C:30]([CH3:33])[CH:31]=[CH:32][C:27]=3[CH3:26])=[CH:7]2)[CH:23]=[CH:22][CH:21]=1, predict the reactants needed to synthesize it. The reactants are: CON(C)[C:4]([C:6]1[C:15](=[O:16])[C:14]2[C:9](=[CH:10][CH:11]=[CH:12][CH:13]=2)[N:8]([CH2:17][C:18]2[CH:23]=[CH:22][CH:21]=[C:20]([Br:24])[N:19]=2)[CH:7]=1)=[O:5].[CH3:26][C:27]1[CH:32]=[CH:31][C:30]([CH3:33])=[CH:29][C:28]=1[Mg]Br. (5) Given the product [C:18]([O:17][C:13](=[O:16])[NH:14][N:15]1[C:2]([CH3:1])=[CH:3][C:4]2[C:5](=[CH:6][N:7]=[CH:8][CH:9]=2)[C:10]1=[O:12])([CH3:21])([CH3:20])[CH3:19], predict the reactants needed to synthesize it. The reactants are: [CH3:1][C:2]1O[C:10](=[O:12])[C:5]2=[CH:6][N:7]=[CH:8][CH:9]=[C:4]2[CH:3]=1.[C:13]([O:17][C:18]([CH3:21])([CH3:20])[CH3:19])(=[O:16])[NH:14][NH2:15]. (6) Given the product [ClH:1].[Cl:1][C:2]1[CH:10]=[C:9]2[C:5]([CH:6]([C:26]3[C:25]4[C:30](=[CH:31][C:22]([O:21][CH2:20][CH2:19][O:18][CH2:17][CH2:16][O:15][CH3:14])=[CH:23][CH:24]=4)[N:29]=[CH:28][N:27]=3)[C:7](=[O:11])[NH:8]2)=[CH:4][CH:3]=1, predict the reactants needed to synthesize it. The reactants are: [Cl:1][C:2]1[CH:10]=[C:9]2[C:5]([CH2:6][C:7](=[O:11])[NH:8]2)=[CH:4][CH:3]=1.[H-].[Na+].[CH3:14][O:15][CH2:16][CH2:17][O:18][CH2:19][CH2:20][O:21][C:22]1[CH:31]=[C:30]2[C:25]([C:26](SC)=[N:27][CH:28]=[N:29]2)=[CH:24][CH:23]=1.Cl. (7) The reactants are: [OH:1][CH2:2][CH2:3][CH2:4][CH2:5][C:6]1[N:7]([CH2:34][CH2:35][CH3:36])[N:8]=[C:9]2[C:18]=1[C:17]1[CH:16]=[CH:15][CH:14]=[CH:13][C:12]=1[N:11]=[C:10]2[N:19](C(OC(C)(C)C)=O)C(OC(C)(C)C)=O.[OH-].[Na+]. Given the product [NH2:19][C:10]1[C:9]2=[N:8][N:7]([CH2:34][CH2:35][CH3:36])[C:6]([CH2:5][CH2:4][CH2:3][CH2:2][OH:1])=[C:18]2[C:17]2[CH:16]=[CH:15][CH:14]=[CH:13][C:12]=2[N:11]=1, predict the reactants needed to synthesize it.